From a dataset of Forward reaction prediction with 1.9M reactions from USPTO patents (1976-2016). Predict the product of the given reaction. (1) The product is: [Br:16][C:13]1[CH:14]=[CH:15][C:7]2[C:21]3([O:11][C:9](=[O:10])[C:8]=2[CH:12]=1)[CH2:22][CH2:23][N:18]([CH3:17])[CH2:19][CH2:20]3. Given the reactants C([Li])CCC.Br[C:7]1[CH:15]=[CH:14][C:13]([Br:16])=[CH:12][C:8]=1[C:9]([OH:11])=[O:10].[CH3:17][N:18]1[CH2:23][CH2:22][CH2:21][CH2:20][C:19]1=O.O, predict the reaction product. (2) Given the reactants [I:1][C:2]1[CH:3]=[C:4]([NH:9][C:10](=[O:23])[C:11]2[CH:16]=[CH:15][C:14]([N:17]3[CH2:22][CH2:21][NH:20][CH2:19][CH2:18]3)=[N:13][CH:12]=2)[CH:5]=[CH:6][C:7]=1[CH3:8].[C@H:24]1([C:33](O)=[O:34])[CH2:29][CH2:28][C@H:27]([C:30]([OH:32])=[O:31])[CH2:26][CH2:25]1.CCN=C=NCCCN(C)C, predict the reaction product. The product is: [I:1][C:2]1[CH:3]=[C:4]([NH:9][C:10]([C:11]2[CH:16]=[CH:15][C:14]([N:17]3[CH2:18][CH2:19][N:20]([C:33]([CH:24]4[CH2:25][CH2:26][CH:27]([C:30]([OH:32])=[O:31])[CH2:28][CH2:29]4)=[O:34])[CH2:21][CH2:22]3)=[N:13][CH:12]=2)=[O:23])[CH:5]=[CH:6][C:7]=1[CH3:8]. (3) The product is: [Cl:1][C:2]1[C:7]([CH2:8][O:9][C:10]2[C:18]3[N:17]=[C:16]([O:19][CH3:20])[N:15]([CH2:21][C:22]4[CH:27]=[CH:26][CH:25]=[CH:24][N:23]=4)[C:14]=3[CH:13]=[CH:12][CH:11]=2)=[C:6]([Cl:28])[CH:5]=[CH:4][C:3]=1[N:29]([CH3:53])[C:30](=[O:52])[CH2:31][NH:32][C:33]([CH:35]1[CH2:39][CH2:38][N:37]([CH:40]2[CH2:44][CH2:43][NH:42][CH2:41]2)[CH2:36]1)=[O:34]. Given the reactants [Cl:1][C:2]1[C:7]([CH2:8][O:9][C:10]2[C:18]3[N:17]=[C:16]([O:19][CH3:20])[N:15]([CH2:21][C:22]4[CH:27]=[CH:26][CH:25]=[CH:24][N:23]=4)[C:14]=3[CH:13]=[CH:12][CH:11]=2)=[C:6]([Cl:28])[CH:5]=[CH:4][C:3]=1[N:29]([CH3:53])[C:30](=[O:52])[CH2:31][NH:32][C:33]([CH:35]1[CH2:39][CH2:38][N:37]([CH:40]2[CH2:44][CH2:43][N:42](C(OC(C)(C)C)=O)[CH2:41]2)[CH2:36]1)=[O:34].O([Si](C)(C)C)S(C(F)(F)F)(=O)=O, predict the reaction product. (4) Given the reactants [CH3:1][O:2][C:3]1[CH:4]=[C:5]([C:11]([C:13]2[C:22]3[O:21][C:20]([F:24])([F:23])[C:19]([F:26])([F:25])[O:18][C:17]=3[CH:16]=[CH:15][CH:14]=2)=O)[CH:6]=[C:7]([O:9][CH3:10])[CH:8]=1.C(OP([CH2:35][C:36]#[N:37])(=O)OCC)C.C[Si]([N-][Si](C)(C)C)(C)C.[Li+].O1C2C=CC(C(C3C=C(OC)C=C(OC)C=3)=CC#N)=CC=2OCC1, predict the reaction product. The product is: [CH3:1][O:2][C:3]1[CH:4]=[C:5]([C:11]([C:13]2[C:22]3[O:21][C:20]([F:24])([F:23])[C:19]([F:26])([F:25])[O:18][C:17]=3[CH:16]=[CH:15][CH:14]=2)=[CH:35][C:36]#[N:37])[CH:6]=[C:7]([O:9][CH3:10])[CH:8]=1. (5) The product is: [C:1]1([N:11]2[CH2:16][CH2:15][N:14]([CH2:24][CH2:25][N:26]3[C:27](=[O:36])[C:28]4[C:33](=[CH:32][CH:31]=[CH:30][CH:29]=4)[C:34]3=[O:35])[CH2:13][CH2:12]2)[C:10]2[C:5](=[CH:6][CH:7]=[CH:8][CH:9]=2)[CH:4]=[CH:3][CH:2]=1. Given the reactants [C:1]1([N:11]2[CH2:16][CH2:15][NH:14][CH2:13][CH2:12]2)[C:10]2[C:5](=[CH:6][CH:7]=[CH:8][CH:9]=2)[CH:4]=[CH:3][CH:2]=1.C(=O)([O-])[O-].[K+].[K+].Br[CH2:24][CH2:25][N:26]1[C:34](=[O:35])[C:33]2[C:28](=[CH:29][CH:30]=[CH:31][CH:32]=2)[C:27]1=[O:36], predict the reaction product. (6) Given the reactants [Br:1][C:2]1[N:6]2[C:7](Br)=[CH:8][N:9]=[CH:10][C:5]2=[N:4][CH:3]=1.[CH2:12]([NH2:19])[C:13]1[CH:18]=[CH:17][CH:16]=[CH:15][CH:14]=1.C(N(C(C)C)CC)(C)C, predict the reaction product. The product is: [CH2:12]([NH:19][C:10]1[C:5]2[N:6]([C:2]([Br:1])=[CH:3][N:4]=2)[CH:7]=[CH:8][N:9]=1)[C:13]1[CH:18]=[CH:17][CH:16]=[CH:15][CH:14]=1.